This data is from Catalyst prediction with 721,799 reactions and 888 catalyst types from USPTO. The task is: Predict which catalyst facilitates the given reaction. Reactant: C(N(CC)CC)C.[NH2:8][C:9]1[CH:10]=[N:11][C:12]2[C:17]([C:18]=1[NH:19][CH2:20][C:21]([CH3:24])([OH:23])[CH3:22])=[CH:16][CH:15]=[CH:14][CH:13]=2.[Cl:25][CH2:26][C:27](Cl)=O. Product: [Cl:25][CH2:26][C:27]1[N:19]([CH2:20][C:21]([CH3:24])([OH:23])[CH3:22])[C:18]2[C:17]3[CH:16]=[CH:15][CH:14]=[CH:13][C:12]=3[N:11]=[CH:10][C:9]=2[N:8]=1. The catalyst class is: 4.